From a dataset of Forward reaction prediction with 1.9M reactions from USPTO patents (1976-2016). Predict the product of the given reaction. (1) The product is: [Cl:1][C:2]1[CH:7]=[CH:6][C:5]([C:8]2[C:12]3[CH2:13][N:14]([S:17]([CH3:20])(=[O:18])=[O:19])[CH2:15][CH2:16][C:11]=3[N:10]([CH2:21][CH2:22][CH2:23][N:24]3[CH2:28][CH2:27][CH2:26][CH2:25]3)[N:9]=2)=[CH:4][C:3]=1[CH2:29][O:30][CH2:38][C:37]1[CH:40]=[CH:41][C:34]([F:33])=[CH:35][CH:36]=1. Given the reactants [Cl:1][C:2]1[CH:7]=[CH:6][C:5]([C:8]2[C:12]3[CH2:13][N:14]([S:17]([CH3:20])(=[O:19])=[O:18])[CH2:15][CH2:16][C:11]=3[N:10]([CH2:21][CH2:22][CH2:23][N:24]3[CH2:28][CH2:27][CH2:26][CH2:25]3)[N:9]=2)=[CH:4][C:3]=1[CH2:29][OH:30].[H-].[Na+].[F:33][C:34]1[CH:41]=[CH:40][C:37]([CH2:38]Br)=[CH:36][CH:35]=1, predict the reaction product. (2) Given the reactants [Si](I)(C)(C)C.[CH3:6][O:7][C:8](=[O:46])[C@@H:9]([NH:38]C(OC(C)(C)C)=O)[CH2:10][S:11][CH2:12][C:13]1[CH:18]=[CH:17][C:16]([C:19]2[CH:24]=[CH:23][C:22]([C:25]3[C:30]4[O:31][C:32]5[CH:37]=[CH:36][CH:35]=[CH:34][C:33]=5[C:29]=4[CH:28]=[CH:27][CH:26]=3)=[CH:21][CH:20]=2)=[CH:15][CH:14]=1.C(=O)(O)[O-].[Na+], predict the reaction product. The product is: [CH3:6][O:7][C:8](=[O:46])[C@@H:9]([NH2:38])[CH2:10][S:11][CH2:12][C:13]1[CH:18]=[CH:17][C:16]([C:19]2[CH:20]=[CH:21][C:22]([C:25]3[C:30]4[O:31][C:32]5[CH:37]=[CH:36][CH:35]=[CH:34][C:33]=5[C:29]=4[CH:28]=[CH:27][CH:26]=3)=[CH:23][CH:24]=2)=[CH:15][CH:14]=1.